This data is from Full USPTO retrosynthesis dataset with 1.9M reactions from patents (1976-2016). The task is: Predict the reactants needed to synthesize the given product. (1) Given the product [OH:17][CH2:16][C@H:11]1[CH2:12][CH2:13][C:14](=[O:15])[N:10]1[CH2:9][C:8]1[CH:19]=[CH:20][C:5]([CH2:4][C:3]([O:2][CH3:1])=[O:21])=[CH:6][CH:7]=1, predict the reactants needed to synthesize it. The reactants are: [CH3:1][O:2][C:3](=[O:21])[CH2:4][C:5]1[CH:20]=[CH:19][C:8]([CH2:9][N:10]2[C:14](=[O:15])[CH2:13][CH2:12][C@@H:11]2[C:16](O)=[O:17])=[CH:7][CH:6]=1.OC[C@H]1CCC(=O)N1CCC1C=CC(C(OC)=O)=CC=1. (2) The reactants are: [OH:1][C:2]1[CH:22]=[CH:21][C:5]([O:6][CH2:7][CH:8]2[CH2:13][CH2:12][N:11]([C:14]([O:16][C:17]([CH3:20])([CH3:19])[CH3:18])=[O:15])[CH2:10][CH2:9]2)=[CH:4][CH:3]=1. Given the product [OH:1][CH:2]1[CH2:3][CH2:4][CH:5]([O:6][CH2:7][CH:8]2[CH2:9][CH2:10][N:11]([C:14]([O:16][C:17]([CH3:20])([CH3:19])[CH3:18])=[O:15])[CH2:12][CH2:13]2)[CH2:21][CH2:22]1.[OH:6][CH2:7][CH:8]1[CH2:13][CH2:12][N:11]([C:14]([O:16][C:17]([CH3:20])([CH3:19])[CH3:18])=[O:15])[CH2:10][CH2:9]1, predict the reactants needed to synthesize it. (3) The reactants are: [CH:1]1([CH2:7][NH:8][C:9]2[CH:14]=[CH:13][C:12]([S:15]([CH3:18])(=[O:17])=[O:16])=[CH:11][C:10]=2[C:19]2[C:27]3[C:22](=[C:23]([O:28]C)[N:24]=[CH:25][CH:26]=3)[N:21]([CH3:30])[CH:20]=2)[CH2:6][CH2:5][CH2:4][CH2:3][CH2:2]1.C1(CNC2C=CC(S(C)(=O)=O)=CC=2C2C3C=CNC(=O)C=3N(C)C=2)CC1. Given the product [CH:1]1([CH2:7][NH:8][C:9]2[CH:14]=[CH:13][C:12]([S:15]([CH3:18])(=[O:17])=[O:16])=[CH:11][C:10]=2[C:19]2[C:27]3[CH:26]=[CH:25][NH:24][C:23](=[O:28])[C:22]=3[N:21]([CH3:30])[CH:20]=2)[CH2:6][CH2:5][CH2:4][CH2:3][CH2:2]1, predict the reactants needed to synthesize it. (4) Given the product [F:12][C:9]1[CH:8]=[C:4]([CH:3]=[C:2]([F:1])[C:10]=1[OH:11])[C:5]([NH:29][CH2:28][C@H:25]1[CH2:24][CH2:23][C@@H:22]([CH2:21][O:14][C:15]2[CH:16]=[CH:17][CH:18]=[CH:19][CH:20]=2)[CH2:27][CH2:26]1)=[O:7], predict the reactants needed to synthesize it. The reactants are: [F:1][C:2]1[CH:3]=[C:4]([CH:8]=[C:9]([F:12])[C:10]=1[OH:11])[C:5]([OH:7])=O.Cl.[O:14]([CH2:21][C@@H:22]1[CH2:27][CH2:26][C@H:25]([CH2:28][NH2:29])[CH2:24][CH2:23]1)[C:15]1[CH:20]=[CH:19][CH:18]=[CH:17][CH:16]=1. (5) Given the product [C:1]([O:5][C:6]([NH:8][C:9]1[S:17][C:16]2[C:11](=[N:12][C:13]([CH3:18])=[CH:14][CH:15]=2)[C:10]=1[C:19]([OH:21])=[O:20])=[O:7])([CH3:4])([CH3:2])[CH3:3], predict the reactants needed to synthesize it. The reactants are: [C:1]([O:5][C:6]([NH:8][C:9]1[S:17][C:16]2[C:11](=[N:12][C:13]([CH3:18])=[CH:14][CH:15]=2)[C:10]=1[C:19]([O:21]CC)=[O:20])=[O:7])([CH3:4])([CH3:3])[CH3:2].O[Li].O.